The task is: Predict the reactants needed to synthesize the given product.. This data is from Full USPTO retrosynthesis dataset with 1.9M reactions from patents (1976-2016). (1) Given the product [Cl:1][C:2]1[CH:3]=[C:4]2[C:8](=[CH:9][CH:10]=1)[NH:7][N:6]=[C:5]2[CH2:11][N:12]1[C:20]([C:21]2[N:25]([CH3:26])[CH:24]=[C:23]([C:27]([NH:39][CH3:38])=[O:28])[CH:22]=2)=[C:19]2[C:14]([N:15]([CH2:33][CH:34]3[CH2:36][CH2:35]3)[C:16](=[O:32])[N:17]([CH3:31])[C:18]2=[O:30])=[N:13]1, predict the reactants needed to synthesize it. The reactants are: [Cl:1][C:2]1[CH:3]=[C:4]2[C:8](=[CH:9][CH:10]=1)[NH:7][N:6]=[C:5]2[CH2:11][N:12]1[C:20]([C:21]2[N:25]([CH3:26])[CH:24]=[C:23]([C:27](O)=[O:28])[CH:22]=2)=[C:19]2[C:14]([N:15]([CH2:33][CH:34]3[CH2:36][CH2:35]3)[C:16](=[O:32])[N:17]([CH3:31])[C:18]2=[O:30])=[N:13]1.N.[C:38](P(=O)(OCC)OCC)#[N:39]. (2) Given the product [Cl:1][C:2]1[C:14]([C:20]2[CH:21]=[CH:22][C:17]([Cl:16])=[CH:18][CH:19]=2)=[CH:13][C:5]2[NH:6][C:7]([C:9]([F:12])([F:11])[F:10])=[N:8][C:4]=2[CH:3]=1, predict the reactants needed to synthesize it. The reactants are: [Cl:1][C:2]1[C:14](I)=[CH:13][C:5]2[NH:6][C:7]([C:9]([F:12])([F:11])[F:10])=[N:8][C:4]=2[CH:3]=1.[Cl:16][C:17]1[CH:22]=[CH:21][C:20](B(O)O)=[CH:19][CH:18]=1.C(=O)([O-])[O-].[Na+].[Na+].O1CCOCC1. (3) Given the product [CH:20]1([NH:25][C:17]([C@H:13]2[CH2:14][CH2:15][CH2:16][N:11]([S:8]([C:5]3[CH:4]=[CH:3][C:2]([Cl:1])=[CH:7][CH:6]=3)(=[O:9])=[O:10])[CH2:12]2)=[O:19])[CH2:24][CH2:23][CH2:22][CH2:21]1, predict the reactants needed to synthesize it. The reactants are: [Cl:1][C:2]1[CH:7]=[CH:6][C:5]([S:8]([N:11]2[CH2:16][CH2:15][CH2:14][C@@H:13]([C:17]([OH:19])=O)[CH2:12]2)(=[O:10])=[O:9])=[CH:4][CH:3]=1.[CH:20]1([NH2:25])[CH2:24][CH2:23][CH2:22][CH2:21]1. (4) Given the product [CH3:9][O:8][C:7]1[C:6]([O:10][CH3:11])=[CH:5][CH:4]=[C:3]([C:12]2[CH:13]=[C:14]3[C:18](=[CH:19][CH:20]=2)[C:17](=[O:21])[O:16][CH2:15]3)[C:2]=1[O:1][CH2:23][C:24]1([CH2:28][O:29][C:39](=[O:40])[NH:38][CH2:36][CH3:37])[CH2:27][O:26][CH2:25]1, predict the reactants needed to synthesize it. The reactants are: [OH:1][C:2]1[C:7]([O:8][CH3:9])=[C:6]([O:10][CH3:11])[CH:5]=[CH:4][C:3]=1[C:12]1[CH:13]=[C:14]2[C:18](=[CH:19][CH:20]=1)[C:17](=[O:21])[O:16][CH2:15]2.Br[CH2:23][C:24]1([CH2:28][OH:29])[CH2:27][O:26][CH2:25]1.C([O-])([O-])=O.[K+].[K+].[CH2:36]([N:38]=[C:39]=[O:40])[CH3:37]. (5) Given the product [C:19]1([C:25](=[N:32][C:33]2[CH:44]=[C:37]([C:38]([C:2]3[C:10]4[CH:9]=[N:8][CH:7]=[N:6][C:5]=4[N:4]([CH2:11][O:12][CH2:13][CH2:14][Si:15]([CH3:18])([CH3:17])[CH3:16])[CH:3]=3)=[O:39])[CH:36]=[N:35][CH:34]=2)[C:26]2[CH:31]=[CH:30][CH:29]=[CH:28][CH:27]=2)[CH:24]=[CH:23][CH:22]=[CH:21][CH:20]=1, predict the reactants needed to synthesize it. The reactants are: I[C:2]1[C:10]2[CH:9]=[N:8][CH:7]=[N:6][C:5]=2[N:4]([CH2:11][O:12][CH2:13][CH2:14][Si:15]([CH3:18])([CH3:17])[CH3:16])[CH:3]=1.[C:19]1([C:25](=[N:32][C:33]2[CH:34]=[N:35][CH:36]=[C:37]([CH:44]=2)[C:38](N(OC)C)=[O:39])[C:26]2[CH:31]=[CH:30][CH:29]=[CH:28][CH:27]=2)[CH:24]=[CH:23][CH:22]=[CH:21][CH:20]=1. (6) Given the product [C:1]([NH:4][CH:5]([C:10]1[CH:15]=[CH:14][CH:13]=[CH:12][C:11]=1[O:16][CH2:17][C:18]1[CH:19]=[C:20]([C:36]2[CH:37]=[CH:38][CH:39]=[C:34]([CH2:33][NH:32][C:25]([O:27][C:28]([CH3:31])([CH3:30])[CH3:29])=[O:26])[CH:35]=2)[CH:21]=[CH:22][CH:23]=1)[C:6]([O:8][CH3:9])=[O:7])(=[O:3])[CH3:2], predict the reactants needed to synthesize it. The reactants are: [C:1]([NH:4][CH:5]([C:10]1[CH:15]=[CH:14][CH:13]=[CH:12][C:11]=1[O:16][CH2:17][C:18]1[CH:23]=[CH:22][CH:21]=[C:20](Cl)[CH:19]=1)[C:6]([O:8][CH3:9])=[O:7])(=[O:3])[CH3:2].[C:25]([NH:32][CH2:33][C:34]1[CH:35]=[C:36](B2OC(C)(C)C(C)(C)O2)[CH:37]=[CH:38][CH:39]=1)([O:27][C:28]([CH3:31])([CH3:30])[CH3:29])=[O:26].CC(C1C=C(C(C)C)C(C2C=CC=CC=2P(C2CCCCC2)C2CCCCC2)=C(C(C)C)C=1)C.[F-].[Cs+]. (7) Given the product [CH3:1][N:2]1[C:6]([NH:7][C:23](=[O:24])[O:22][C:16]2[CH:21]=[CH:20][CH:19]=[CH:18][CH:17]=2)=[CH:5][C:4]([C:8]2[CH:9]=[N:10][N:11]([CH3:13])[CH:12]=2)=[N:3]1, predict the reactants needed to synthesize it. The reactants are: [CH3:1][N:2]1[C:6]([NH2:7])=[CH:5][C:4]([C:8]2[CH:9]=[N:10][N:11]([CH3:13])[CH:12]=2)=[N:3]1.[OH-].[Na+].[C:16]1([O:22][C:23](Cl)=[O:24])[CH:21]=[CH:20][CH:19]=[CH:18][CH:17]=1. (8) Given the product [C:6]([O:10][C:11]([N:13]1[CH2:18][CH2:17][N:16]([CH2:19][CH2:20][CH2:21][N:30]2[CH2:35][CH2:34][CH2:33][CH2:32][CH2:31]2)[C:15](=[O:23])[C@@H:14]1[CH3:24])=[O:12])([CH3:9])([CH3:8])[CH3:7], predict the reactants needed to synthesize it. The reactants are: C(=O)([O-])O.[Na+].[C:6]([O:10][C:11]([N:13]1[CH2:18][CH2:17][N:16]([CH2:19][CH2:20][CH2:21]O)[C:15](=[O:23])[C@@H:14]1[CH3:24])=[O:12])([CH3:9])([CH3:8])[CH3:7].[Br-].[K+].Cl[O-].[Na+].[NH:30]1[CH2:35][CH2:34][CH2:33][CH2:32][CH2:31]1.C(O)(=O)C.C(O[BH-](OC(=O)C)OC(=O)C)(=O)C.[Na+]. (9) Given the product [CH:57]1[C:58]2[C:53](=[C:52]([C:50]3[N:49]=[C:10]([C:7]4[CH:8]=[CH:9][N:4]([CH2:3][CH:2]([CH3:1])[CH3:14])[C:5](=[O:13])[CH:6]=4)[O:12][N:51]=3)[CH:61]=[CH:60][CH:59]=2)[CH:54]=[CH:55][N:56]=1, predict the reactants needed to synthesize it. The reactants are: [CH3:1][CH:2]([CH3:14])[CH2:3][N:4]1[CH:9]=[CH:8][C:7]([C:10]([OH:12])=O)=[CH:6][C:5]1=[O:13].CN(C(ON1N=NC2C=CC=NC1=2)=[N+](C)C)C.F[P-](F)(F)(F)(F)F.CCN(C(C)C)C(C)C.O[NH:49][C:50]([C:52]1[C:53]2[CH:54]=[CH:55][N:56]=[CH:57][C:58]=2[CH:59]=[CH:60][CH:61]=1)=[NH:51]. (10) Given the product [CH3:13][O:14][C:15]1[CH:22]=[C:21]([O:23][CH3:24])[CH:20]=[CH:19][C:16]=1[CH:17]=[CH:2][C:1]([C:4]1[C:5](=[O:12])[O:6][C:7]([CH3:11])=[CH:8][C:9]=1[OH:10])=[O:3], predict the reactants needed to synthesize it. The reactants are: [C:1]([C:4]1[C:5](=[O:12])[O:6][C:7]([CH3:11])=[CH:8][C:9]=1[OH:10])(=[O:3])[CH3:2].[CH3:13][O:14][C:15]1[CH:22]=[C:21]([O:23][CH3:24])[CH:20]=[CH:19][C:16]=1[CH:17]=O.C(O)C.N1CCCCC1.